This data is from Reaction yield outcomes from USPTO patents with 853,638 reactions. The task is: Predict the reaction yield, written as a fraction of the theoretical maximum amount of product (1.0 means a 100% yield; for example, 0.34 means a 34% yield). (1) The reactants are [C:1]([O:5][C:6](=[O:25])[NH:7][CH:8]1[CH2:13][C@@H:12]([C:14]2[C:19]([F:20])=[CH:18][CH:17]=[C:16]([F:21])[C:15]=2[F:22])[C@@H:11]([CH3:23])[NH:10][C:9]1=[O:24])([CH3:4])([CH3:3])[CH3:2].C(O[K])(C)(C)C. The catalyst is O. The product is [C:1]([O:5][C:6](=[O:25])[NH:7][C@H:8]1[CH2:13][C@@H:12]([C:14]2[C:19]([F:20])=[CH:18][CH:17]=[C:16]([F:21])[C:15]=2[F:22])[C@@H:11]([CH3:23])[NH:10][C:9]1=[O:24])([CH3:3])([CH3:2])[CH3:4]. The yield is 0.850. (2) The reactants are ClC1C=CC=C(C(OO)=[O:9])C=1.[CH2:12]([O:19][C:20]([N:22]1[CH2:28][CH:27]=[CH:26][CH2:25][CH2:24][CH:23]1[CH3:29])=[O:21])[C:13]1[CH:18]=[CH:17][CH:16]=[CH:15][CH:14]=1. The catalyst is C(Cl)Cl. The product is [CH2:12]([O:19][C:20]([N:22]1[C@H:23]([CH3:29])[CH2:24][CH2:25][C@H:26]2[C@@H:27]([O:9]2)[CH2:28]1)=[O:21])[C:13]1[CH:14]=[CH:15][CH:16]=[CH:17][CH:18]=1. The yield is 0.750. (3) The reactants are [F:1][C:2]1[CH:9]=[CH:8][C:5]([CH2:6][NH2:7])=[CH:4][CH:3]=1.[CH3:10][C:11]([CH:13]([O:16][CH3:17])[O:14][CH3:15])=O.C(O[BH-](OC(=O)C)OC(=O)C)(=O)C.[Na+].[O-]P([O-])([O-])=O.[K+].[K+].[K+]. The catalyst is ClCCCl. The product is [F:1][C:2]1[CH:9]=[CH:8][C:5]([CH2:6][NH:7][CH:11]([CH3:10])[CH:13]([O:16][CH3:17])[O:14][CH3:15])=[CH:4][CH:3]=1. The yield is 0.980. (4) The reactants are [OH:1][N:2]=[C:3](Cl)[C:4]1[CH:15]=[CH:14][C:7]2[B:8]([OH:13])[O:9][C:10]([CH3:12])([CH3:11])[C:6]=2[CH:5]=1.[Cl:17][C:18]1[CH:23]=[C:22]([C:24]([C:26]([F:29])([F:28])[F:27])=[CH2:25])[CH:21]=[C:20]([Cl:30])[C:19]=1[CH:31]([F:33])[F:32]. The catalyst is CN(C=O)C. The product is [Cl:17][C:18]1[CH:23]=[C:22]([C:24]2([C:26]([F:29])([F:27])[F:28])[O:1][N:2]=[C:3]([C:4]3[CH:15]=[CH:14][C:7]4[B:8]([OH:13])[O:9][C:10]([CH3:12])([CH3:11])[C:6]=4[CH:5]=3)[CH2:25]2)[CH:21]=[C:20]([Cl:30])[C:19]=1[CH:31]([F:32])[F:33]. The yield is 0.280. (5) The reactants are [CH3:1][O:2][C:3]1[C:11]([N+:12]([O-:14])=[O:13])=[CH:10][CH:9]=[CH:8][C:4]=1[C:5]([NH2:7])=O.N1C=CC=CC=1.FC(F)(F)C(OC(=O)C(F)(F)F)=O. The catalyst is O1CCOCC1. The product is [CH3:1][O:2][C:3]1[C:11]([N+:12]([O-:14])=[O:13])=[CH:10][CH:9]=[CH:8][C:4]=1[C:5]#[N:7]. The yield is 0.680. (6) The reactants are Br[CH2:2][CH2:3][N:4]1[C:8]([CH2:9]Cl)=[CH:7][C:6]([N+:11]([O-:13])=[O:12])=[N:5]1.[CH3:14][O:15][CH2:16][CH2:17][CH2:18][NH2:19].CS(C)=O. The catalyst is C(OCC)(=O)C. The product is [CH3:14][O:15][CH2:16][CH2:17][CH2:18][N:19]1[CH2:2][CH2:3][N:4]2[N:5]=[C:6]([N+:11]([O-:13])=[O:12])[CH:7]=[C:8]2[CH2:9]1. The yield is 0.660. (7) The reactants are COC(=O)C1C=CC(CBr)=CC=1.[CH3:13][O:14][C:15](=[O:43])[C:16]1[CH:21]=[CH:20][C:19]([CH2:22][N:23]2[CH:27]=[C:26]([C:28]3[CH:33]=[CH:32][C:31]([Cl:34])=[CH:30][C:29]=3[Cl:35])[N:25]=[C:24]2[C:36]2[CH:41]=[CH:40][C:39](Br)=[CH:38][CH:37]=2)=[CH:18][CH:17]=1.[CH3:44][S:45]([C:48]1[CH:49]=[C:50](B(O)O)[CH:51]=[CH:52][CH:53]=1)(=[O:47])=[O:46]. No catalyst specified. The product is [CH3:13][O:14][C:15](=[O:43])[C:16]1[CH:21]=[CH:20][C:19]([CH2:22][N:23]2[CH:27]=[C:26]([C:28]3[CH:33]=[CH:32][C:31]([Cl:34])=[CH:30][C:29]=3[Cl:35])[N:25]=[C:24]2[C:36]2[CH:41]=[CH:40][C:39]([C:52]3[CH:51]=[CH:50][CH:49]=[C:48]([S:45]([CH3:44])(=[O:47])=[O:46])[CH:53]=3)=[CH:38][CH:37]=2)=[CH:18][CH:17]=1. The yield is 0.550. (8) The catalyst is ClCCl. The yield is 0.750. The product is [O:34]1[CH:38]=[CH:37][CH:36]=[C:35]1[C:39]([N:15]1[CH2:16][C@H:11]([CH3:10])[N:12]([C:31](=[O:33])[CH3:32])[C:13]2[CH:20]=[N:19][C:18]([C:21]3[CH:22]=[CH:23][C:24]([S:27]([CH3:30])(=[O:29])=[O:28])=[CH:25][CH:26]=3)=[CH:17][C:14]1=2)=[O:40]. The reactants are C(N(CC)C(C)C)(C)C.[CH3:10][C@H:11]1[CH2:16][NH:15][C:14]2[CH:17]=[C:18]([C:21]3[CH:26]=[CH:25][C:24]([S:27]([CH3:30])(=[O:29])=[O:28])=[CH:23][CH:22]=3)[N:19]=[CH:20][C:13]=2[N:12]1[C:31](=[O:33])[CH3:32].[O:34]1[CH:38]=[CH:37][CH:36]=[C:35]1[C:39](Cl)=[O:40].